From a dataset of Forward reaction prediction with 1.9M reactions from USPTO patents (1976-2016). Predict the product of the given reaction. (1) Given the reactants C(=O)([O-])[O-].[K+].[K+].FC(F)(F)C([N:11]=[S:12]([C:15]1[CH:32]=[CH:31][C:18]([CH2:19][N:20]2[C:28](=[O:29])[C:27]3[C:22](=[CH:23][CH:24]=[CH:25][CH:26]=3)[C:21]2=[O:30])=[CH:17][CH:16]=1)([CH3:14])=[O:13])=O, predict the reaction product. The product is: [CH3:14][S:12]([C:15]1[CH:16]=[CH:17][C:18]([CH2:19][N:20]2[C:28](=[O:29])[C:27]3[C:22](=[CH:23][CH:24]=[CH:25][CH:26]=3)[C:21]2=[O:30])=[CH:31][CH:32]=1)(=[NH:11])=[O:13]. (2) Given the reactants [Cl:1][C:2]1[CH:7]=[CH:6][C:5]([C@H:8]2[N:15]3[C:11]([S:12][C:13]([C:19](O)=[O:20])=[C:14]3[CH:16]([CH3:18])[CH3:17])=[N:10][C@H:9]2[C:22]2[CH:27]=[CH:26][C:25]([Cl:28])=[CH:24][CH:23]=2)=[CH:4][CH:3]=1.[NH:29]1[CH2:35][CH2:34][C:33](=[O:36])[NH:32][CH2:31][CH2:30]1, predict the reaction product. The product is: [Cl:28][C:25]1[CH:26]=[CH:27][C:22]([C@H:9]2[N:10]3[C:11]([S:12][C:13]([C:19]([N:29]4[CH2:35][CH2:34][C:33](=[O:36])[NH:32][CH2:31][CH2:30]4)=[O:20])=[C:14]3[CH:16]([CH3:17])[CH3:18])=[N:15][C@H:8]2[C:5]2[CH:4]=[CH:3][C:2]([Cl:1])=[CH:7][CH:6]=2)=[CH:23][CH:24]=1. (3) Given the reactants [Cl:1][C:2]1[C:11]2[C:6](=[CH:7][CH:8]=[CH:9][CH:10]=2)[CH:5]=[CH:4][C:3]=1[O:12][CH3:13].[Al+3].[Cl-].[Cl-].[Cl-].ClC[CH2:20][C:21](Cl)=[O:22].Cl[CH2:25][Cl:26], predict the reaction product. The product is: [Cl:26][CH2:25][C:21](=[O:22])[CH2:20][C:8]1[CH:9]=[CH:10][C:11]2[C:6](=[CH:5][CH:4]=[C:3]([O:12][CH3:13])[C:2]=2[Cl:1])[CH:7]=1. (4) Given the reactants Br[C:2]1[CH:3]=[C:4]([CH:21]=[C:22]([Br:24])[CH:23]=1)[CH2:5][O:6][C:7]1[CH:12]=[CH:11][CH:10]=[CH:9][C:8]=1[CH2:13][C:14]([O:16][C:17]([CH3:20])([CH3:19])[CH3:18])=[O:15].[C:25]([O:29][C:30]([NH:32][C@@H:33]([C:35]1[C:36]([F:64])=[C:37](C2C=C(O)C=C(COC3C=CC=CC=3CC(OC(C)(C)C)=O)C=2)[CH:38]=[CH:39][CH:40]=1)[CH3:34])=[O:31])([CH3:28])([CH3:27])[CH3:26], predict the reaction product. The product is: [Br:24][C:22]1[CH:21]=[C:4]([CH2:5][O:6][C:7]2[CH:12]=[CH:11][CH:10]=[CH:9][C:8]=2[CH2:13][C:14]([O:16][C:17]([CH3:20])([CH3:19])[CH3:18])=[O:15])[CH:3]=[C:2]([C:37]2[CH:38]=[CH:39][CH:40]=[C:35]([C@H:33]([NH:32][C:30]([O:29][C:25]([CH3:28])([CH3:27])[CH3:26])=[O:31])[CH3:34])[C:36]=2[F:64])[CH:23]=1. (5) The product is: [CH3:1][O:2][C:3](=[O:23])[C:4]1[CH:9]=[CH:8][C:7]([Cl:10])=[C:6]([NH:11][C:12](=[S:33])[CH2:13][O:14][CH2:15][C:16]2[CH:21]=[CH:20][CH:19]=[CH:18][CH:17]=2)[CH:5]=1. Given the reactants [CH3:1][O:2][C:3](=[O:23])[C:4]1[CH:9]=[CH:8][C:7]([Cl:10])=[C:6]([NH:11][C:12](=O)[CH2:13][O:14][CH2:15][C:16]2[CH:21]=[CH:20][CH:19]=[CH:18][CH:17]=2)[CH:5]=1.COC1C=CC(P2(SP(C3C=CC(OC)=CC=3)(=S)S2)=[S:33])=CC=1, predict the reaction product.